Predict the product of the given reaction. From a dataset of Forward reaction prediction with 1.9M reactions from USPTO patents (1976-2016). (1) Given the reactants Cl.[CH:2]1([NH+:8]2[CH2:12][CH2:11][CH2:10][CH2:9]2)[CH2:7][CH2:6][CH2:5][CH2:4][CH2:3]1, predict the reaction product. The product is: [CH:2]1([N:8]2[CH2:12][CH2:11][CH2:10][CH2:9]2)[CH2:7][CH2:6][CH2:5][CH2:4][CH2:3]1. (2) Given the reactants [NH:1]1[CH:5]=[CH:4][N:3]=[C:2]1[CH:6]([CH2:15][C:16]1[CH:24]=[C:23]([CH3:25])[C:22]2[C:18](=[CH:19][N:20]([CH2:26][O:27][CH2:28][CH2:29][Si:30]([CH3:33])([CH3:32])[CH3:31])[N:21]=2)[CH:17]=1)[CH2:7][C:8]([O:10][C:11]([CH3:14])([CH3:13])[CH3:12])=[O:9].[C:34]([C:38]1[CH:45]=[CH:44][C:41]([CH2:42]Br)=[CH:40][CH:39]=1)([CH3:37])([CH3:36])[CH3:35].C(=O)([O-])[O-].[K+].[K+].C(OCC)(=O)C.CCCCCC, predict the reaction product. The product is: [C:34]([C:38]1[CH:39]=[CH:40][C:41]([CH2:42][N:3]2[CH:4]=[CH:5][N:1]=[C:2]2[CH:6]([CH2:15][C:16]2[CH:24]=[C:23]([CH3:25])[C:22]3[C:18](=[CH:19][N:20]([CH2:26][O:27][CH2:28][CH2:29][Si:30]([CH3:31])([CH3:32])[CH3:33])[N:21]=3)[CH:17]=2)[CH2:7][C:8]([O:10][C:11]([CH3:13])([CH3:14])[CH3:12])=[O:9])=[CH:44][CH:45]=1)([CH3:37])([CH3:35])[CH3:36]. (3) Given the reactants [C:1]([O:5][C:6]([N:8]1[CH2:12][CH2:11][C@@H:10]([O:13][Si:14]([C:17]([CH3:20])([CH3:19])[CH3:18])([CH3:16])[CH3:15])[C@H:9]1[CH:21]=[O:22])=[O:7])([CH3:4])([CH3:3])[CH3:2].[CH:23]([Mg]Cl)([CH3:25])[CH3:24], predict the reaction product. The product is: [C:1]([O:5][C:6]([N:8]1[CH2:12][CH2:11][C@@H:10]([O:13][Si:14]([C:17]([CH3:20])([CH3:19])[CH3:18])([CH3:16])[CH3:15])[C@H:9]1[C@@H:21]([OH:22])[CH:23]([CH3:25])[CH3:24])=[O:7])([CH3:4])([CH3:3])[CH3:2]. (4) Given the reactants [CH2:1]([O:3][C:4](=[O:26])[C:5]1[C:10]([N+:11]([O-:13])=[O:12])=[CH:9][C:8]([NH:14][C:15](=[O:23])[C:16]2[CH:21]=[CH:20][C:19]([CH3:22])=[CH:18][CH:17]=2)=[C:7](O)[C:6]=1[Cl:25])[CH3:2].C1C=CC(P(C2C=CC=CC=2)C2C=CC=CC=2)=CC=1.CCOC(/N=N/C(OCC)=O)=O.C1(C)C=CC=CC=1, predict the reaction product. The product is: [CH2:1]([O:3][C:4]([C:5]1[C:10]([N+:11]([O-:13])=[O:12])=[CH:9][C:8]2[N:14]=[C:15]([C:16]3[CH:21]=[CH:20][C:19]([CH3:22])=[CH:18][CH:17]=3)[O:23][C:7]=2[C:6]=1[Cl:25])=[O:26])[CH3:2]. (5) Given the reactants [CH3:1][N:2]1[CH:15]([CH3:16])[CH2:14][C:5]2[NH:6][C:7]3[CH:8]=[CH:9][C:10]([CH3:13])=[CH:11][C:12]=3[C:4]=2[CH2:3]1.P([O-])([O-])([O-])=O.[K+].[K+].[K+].N1CCC[C@H]1C(O)=O.Br[CH:34]=[C:35]([C:37]1[CH:42]=[CH:41][N:40]=[CH:39][CH:38]=1)[CH3:36], predict the reaction product. The product is: [CH3:1][N:2]1[CH:15]([CH3:16])[CH2:14][C:5]2[N:6](/[CH:34]=[C:35](/[C:37]3[CH:42]=[CH:41][N:40]=[CH:39][CH:38]=3)\[CH3:36])[C:7]3[CH:8]=[CH:9][C:10]([CH3:13])=[CH:11][C:12]=3[C:4]=2[CH2:3]1. (6) Given the reactants [C:1]([Si:5]([CH3:15])([CH3:14])[O:6][C:7]1[CH:12]=[CH:11][C:10]([NH2:13])=[CH:9][CH:8]=1)([CH3:4])([CH3:3])[CH3:2].O=[C:17]1[CH2:22][CH2:21][N:20]([C@H:23]([CH3:27])[CH2:24][C:25]#[N:26])[CH2:19][CH2:18]1, predict the reaction product. The product is: [NH2:26][CH2:25][CH2:24][C@H:23]([N:20]1[CH2:21][CH2:22][CH:17]([NH:13][C:10]2[CH:9]=[CH:8][C:7]([O:6][Si:5]([C:1]([CH3:4])([CH3:3])[CH3:2])([CH3:15])[CH3:14])=[CH:12][CH:11]=2)[CH2:18][CH2:19]1)[CH3:27].